Dataset: Forward reaction prediction with 1.9M reactions from USPTO patents (1976-2016). Task: Predict the product of the given reaction. Given the reactants [Cl:1][C:2]1[CH:3]=[C:4]([NH:8][CH2:9][C:10]2[C:19]3[C:14](=[C:15]([F:20])[CH:16]=[CH:17][CH:18]=3)[NH:13][C:12](=[O:21])[CH:11]=2)[CH:5]=[CH:6][CH:7]=1.[CH3:22][N:23]([CH3:33])[C:24]1[CH:32]=[CH:31][C:27]([C:28](O)=[O:29])=[CH:26][CH:25]=1, predict the reaction product. The product is: [Cl:1][C:2]1[CH:3]=[C:4]([N:8]([CH2:9][C:10]2[C:19]3[C:14](=[C:15]([F:20])[CH:16]=[CH:17][CH:18]=3)[NH:13][C:12](=[O:21])[CH:11]=2)[C:28](=[O:29])[C:27]2[CH:26]=[CH:25][C:24]([N:23]([CH3:22])[CH3:33])=[CH:32][CH:31]=2)[CH:5]=[CH:6][CH:7]=1.